Predict which catalyst facilitates the given reaction. From a dataset of Catalyst prediction with 721,799 reactions and 888 catalyst types from USPTO. (1) Product: [Br:44][C:45]1[CH:50]=[CH:49][C:48]2[N:51]=[C:8]([C:4]3[S:3][C:2]([CH3:1])=[N:6][C:5]=3[CH3:7])[NH:52][C:47]=2[CH:46]=1. The catalyst class is: 399. Reactant: [CH3:1][C:2]1[S:3][C:4]([C:8](O)=O)=[C:5]([CH3:7])[N:6]=1.CN(C(ON1N=NC2C=CC=NC1=2)=[N+](C)C)C.F[P-](F)(F)(F)(F)F.C(N(CC)C(C)C)(C)C.[Br:44][C:45]1[CH:46]=[C:47]([NH2:52])[C:48]([NH2:51])=[CH:49][CH:50]=1. (2) Reactant: [CH:1]1([C:7]2[CH:30]=[CH:29][C:10]([O:11][C:12]3[C:13]4[CH:25]=[C:24]([O:26][CH3:27])[C:23]([CH3:28])=[CH:22][C:14]=4[S:15][C:16]=3[C:17]([NH:19][C:20]#[N:21])=[O:18])=[CH:9][CH:8]=2)[CH2:6][CH2:5][CH2:4][CH2:3][CH2:2]1.[H-].[Na+].[CH3:33]I. Product: [CH:1]1([C:7]2[CH:30]=[CH:29][C:10]([O:11][C:12]3[C:13]4[CH:25]=[C:24]([O:26][CH3:27])[C:23]([CH3:28])=[CH:22][C:14]=4[S:15][C:16]=3[C:17]([N:19]([C:20]#[N:21])[CH3:33])=[O:18])=[CH:9][CH:8]=2)[CH2:6][CH2:5][CH2:4][CH2:3][CH2:2]1. The catalyst class is: 3.